From a dataset of Cav3 T-type calcium channel HTS with 100,875 compounds. Binary Classification. Given a drug SMILES string, predict its activity (active/inactive) in a high-throughput screening assay against a specified biological target. The drug is Brc1cc2CC(N(c2c(S(=O)(=O)NCC2Oc3c(OC2)cccc3)c1)C(=O)C)C. The result is 0 (inactive).